Dataset: Catalyst prediction with 721,799 reactions and 888 catalyst types from USPTO. Task: Predict which catalyst facilitates the given reaction. (1) Product: [NH2:11][CH2:12][CH2:13][N:14]1[C:19]2[CH:20]=[C:21]([C:25]([N:27]([CH:41]([CH3:42])[CH3:43])[C@@H:28]3[CH2:33][CH2:32][CH2:31][N:30]([C:34]([O:36][C:37]([CH3:38])([CH3:40])[CH3:39])=[O:35])[CH2:29]3)=[O:26])[C:22]([CH3:24])=[CH:23][C:18]=2[S:17][C:16]([CH3:44])([CH3:45])[C:15]1=[O:46]. Reactant: C(OC([NH:11][CH2:12][CH2:13][N:14]1[C:19]2[CH:20]=[C:21]([C:25]([N:27]([CH:41]([CH3:43])[CH3:42])[C@@H:28]3[CH2:33][CH2:32][CH2:31][N:30]([C:34]([O:36][C:37]([CH3:40])([CH3:39])[CH3:38])=[O:35])[CH2:29]3)=[O:26])[C:22]([CH3:24])=[CH:23][C:18]=2[S:17][C:16]([CH3:45])([CH3:44])[C:15]1=[O:46])=O)C1C=CC=CC=1. The catalyst class is: 105. (2) Reactant: [Cl:1][C:2]1[CH:7]=[CH:6][C:5]([C:8](=[CH2:13])[C:9]([O:11][CH3:12])=[O:10])=[CH:4][CH:3]=1.C1COCC1.[C:19]([NH2:23])([CH3:22])([CH3:21])[CH3:20]. Product: [C:19]([NH:23][CH2:13][CH:8]([C:5]1[CH:4]=[CH:3][C:2]([Cl:1])=[CH:7][CH:6]=1)[C:9]([O:11][CH3:12])=[O:10])([CH3:22])([CH3:21])[CH3:20]. The catalyst class is: 8. (3) Reactant: [CH3:1][N:2]1[CH2:7][CH2:6][N:5]([C:8]2[CH:9]=[CH:10][C:11]3[N:15]=[C:14]([C:16]4[C:24]5[C:19](=[CH:20][CH:21]=[CH:22][C:23]=5[NH2:25])[NH:18][N:17]=4)[NH:13][C:12]=3[CH:26]=2)[CH2:4][CH2:3]1.[CH3:27][S:28](Cl)(=[O:30])=[O:29].C(N(C(C)C)CC)(C)C. Product: [CH3:1][N:2]1[CH2:7][CH2:6][N:5]([C:8]2[CH:9]=[CH:10][C:11]3[N:15]=[C:14]([C:16]4[C:24]5[C:19](=[CH:20][CH:21]=[CH:22][C:23]=5[NH:25][S:28]([CH3:27])(=[O:30])=[O:29])[NH:18][N:17]=4)[NH:13][C:12]=3[CH:26]=2)[CH2:4][CH2:3]1. The catalyst class is: 2.